This data is from Reaction yield outcomes from USPTO patents with 853,638 reactions. The task is: Predict the reaction yield, written as a fraction of the theoretical maximum amount of product (1.0 means a 100% yield; for example, 0.34 means a 34% yield). (1) The product is [F:34][C:35]1[CH:36]=[CH:37][C:38]([C:41]([NH:1][C:2]2[C:3]([CH3:33])=[C:4]([C:8]3[C:20]4[C:19]5[C:14](=[CH:15][C:16]([C:21]([N:23]6[CH2:28][CH2:27][N:26]([CH3:29])[CH2:25][CH2:24]6)=[O:22])=[CH:17][CH:18]=5)[NH:13][C:12]=4[C:11]([C:30]([NH2:32])=[O:31])=[CH:10][CH:9]=3)[CH:5]=[CH:6][CH:7]=2)=[O:42])=[N:39][CH:40]=1. The yield is 0.920. The catalyst is C(#N)C.CO. The reactants are [NH2:1][C:2]1[C:3]([CH3:33])=[C:4]([C:8]2[C:20]3[C:19]4[C:14](=[CH:15][C:16]([C:21]([N:23]5[CH2:28][CH2:27][N:26]([CH3:29])[CH2:25][CH2:24]5)=[O:22])=[CH:17][CH:18]=4)[NH:13][C:12]=3[C:11]([C:30]([NH2:32])=[O:31])=[CH:10][CH:9]=2)[CH:5]=[CH:6][CH:7]=1.[F:34][C:35]1[CH:36]=[CH:37][C:38]([C:41](O)=[O:42])=[N:39][CH:40]=1.C1C=NC2N(O)N=NC=2C=1.CCN(C(C)C)C(C)C.C(Cl)CCl. (2) The reactants are [CH:1]([C:3]1[CH:18]=[CH:17][C:6]([O:7][C:8]2[CH:16]=[CH:15][C:11]([C:12]([NH2:14])=[O:13])=[CH:10][N:9]=2)=[C:5]([O:19][CH3:20])[CH:4]=1)=O.[F:21][C:22]1[CH:30]=[CH:29][CH:28]=[CH:27][C:23]=1[CH2:24][CH2:25][NH2:26]. No catalyst specified. The product is [F:21][C:22]1[CH:30]=[CH:29][CH:28]=[CH:27][C:23]=1[CH2:24][CH2:25][NH:26][CH2:1][C:3]1[CH:18]=[CH:17][C:6]([O:7][C:8]2[CH:16]=[CH:15][C:11]([C:12]([NH2:14])=[O:13])=[CH:10][N:9]=2)=[C:5]([O:19][CH3:20])[CH:4]=1. The yield is 0.847. (3) The reactants are [Cl-].[NH4+:2].C[Al](C)C.[C:7]1([S:13][CH2:14][C:15]#[N:16])[CH:12]=[CH:11][CH:10]=[CH:9][CH:8]=1. The product is [C:7]1([S:13][CH2:14][C:15](=[NH:2])[NH2:16])[CH:12]=[CH:11][CH:10]=[CH:9][CH:8]=1. The catalyst is C1(C)C=CC=CC=1.C(Cl)Cl. The yield is 0.760. (4) The product is [NH:8]1[CH2:9][CH2:10][CH:11]([O:14][C:18]2[CH:19]=[CH:20][CH:21]=[CH:22][C:17]=2[C:15]#[N:16])[CH2:12][CH2:13]1. The reactants are C([N:8]1[CH2:13][CH2:12][CH:11]([OH:14])[CH2:10][CH2:9]1)(OC(C)(C)C)=O.[C:15]([C:17]1[CH:22]=[CH:21][CH:20]=[CH:19][C:18]=1O)#[N:16].C1(P(C2C=CC=CC=2)C2C=CC=CC=2)C=CC=CC=1.N(C(OC(C)(C)C)=O)=NC(OC(C)(C)C)=O. The yield is 1.00. The catalyst is O1CCCC1.